Dataset: Reaction yield outcomes from USPTO patents with 853,638 reactions. Task: Predict the reaction yield, written as a fraction of the theoretical maximum amount of product (1.0 means a 100% yield; for example, 0.34 means a 34% yield). (1) The reactants are [B:10]1([B:10]2[O:14][C:13]([CH3:16])([CH3:15])[C:12]([CH3:18])([CH3:17])[O:11]2)[O:14][C:13]([CH3:16])([CH3:15])[C:12]([CH3:18])([CH3:17])[O:11]1.Br[C:20]1[CH:21]=[C:22]([N:26]([CH3:37])[C:27]([NH:29][CH2:30][CH2:31][CH2:32][CH2:33][CH2:34][CH2:35][CH3:36])=[O:28])[CH:23]=[CH:24][CH:25]=1.C([O-])(=O)C.[K+].O. The catalyst is CN(C)C=O. The product is [CH2:30]([NH:29][C:27](=[O:28])[N:26]([CH3:37])[C:22]1[CH:21]=[CH:20][CH:25]=[C:24]([B:10]2[O:11][C:12]([CH3:17])([CH3:18])[C:13]([CH3:15])([CH3:16])[O:14]2)[CH:23]=1)[CH2:31][CH2:32][CH2:33][CH2:34][CH2:35][CH3:36]. The yield is 0.640. (2) The reactants are C([Li])(CC)C.[N:6]1([C:15]([O:17][C:18]([CH3:21])([CH3:20])[CH3:19])=[O:16])[C:14]2[C:9](=[CH:10][CH:11]=[CH:12][CH:13]=2)[CH2:8][CH2:7]1.CN(C)CCN(C)C.Cl[C:31]([O:33][CH2:34][CH3:35])=[O:32]. The catalyst is C(OCC)C.O. The product is [N:6]1([C:15]([O:17][C:18]([CH3:21])([CH3:20])[CH3:19])=[O:16])[C:14]2[C:9](=[CH:10][CH:11]=[CH:12][C:13]=2[C:31]([O:33][CH2:34][CH3:35])=[O:32])[CH2:8][CH2:7]1. The yield is 0.380. (3) The reactants are C([Li])CCC.[CH3:6][C:7]#[N:8].C[O:10][C:11](=O)[CH2:12][C:13]1[CH:18]=[CH:17][CH:16]=[C:15]([O:19][CH2:20][CH2:21][Cl:22])[CH:14]=1.CO. The product is [Cl:22][CH2:21][CH2:20][O:19][C:15]1[CH:14]=[C:13]([CH2:12][C:11](=[O:10])[CH2:6][C:7]#[N:8])[CH:18]=[CH:17][CH:16]=1. The yield is 0.990. The catalyst is C1COCC1.O.C(O)(=O)C.